This data is from Serine/threonine kinase 33 screen with 319,792 compounds. The task is: Binary Classification. Given a drug SMILES string, predict its activity (active/inactive) in a high-throughput screening assay against a specified biological target. The molecule is O1CCC(CC1)(CNC(=O)c1ccc(cc1)C)c1ccc(OC)cc1. The result is 0 (inactive).